Dataset: NCI-60 drug combinations with 297,098 pairs across 59 cell lines. Task: Regression. Given two drug SMILES strings and cell line genomic features, predict the synergy score measuring deviation from expected non-interaction effect. (1) Drug 1: CN1C(=O)N2C=NC(=C2N=N1)C(=O)N. Drug 2: C1C(C(OC1N2C=NC(=NC2=O)N)CO)O. Cell line: A498. Synergy scores: CSS=9.79, Synergy_ZIP=3.43, Synergy_Bliss=7.15, Synergy_Loewe=4.78, Synergy_HSA=3.51. (2) Drug 1: CC1CCC2CC(C(=CC=CC=CC(CC(C(=O)C(C(C(=CC(C(=O)CC(OC(=O)C3CCCCN3C(=O)C(=O)C1(O2)O)C(C)CC4CCC(C(C4)OC)O)C)C)O)OC)C)C)C)OC. Drug 2: C(CN)CNCCSP(=O)(O)O. Cell line: MOLT-4. Synergy scores: CSS=41.4, Synergy_ZIP=0.456, Synergy_Bliss=-1.15, Synergy_Loewe=-30.5, Synergy_HSA=-1.20. (3) Drug 1: C#CCC(CC1=CN=C2C(=N1)C(=NC(=N2)N)N)C3=CC=C(C=C3)C(=O)NC(CCC(=O)O)C(=O)O. Drug 2: CN(C(=O)NC(C=O)C(C(C(CO)O)O)O)N=O. Cell line: HCT116. Synergy scores: CSS=-2.20, Synergy_ZIP=1.63, Synergy_Bliss=-1.12, Synergy_Loewe=-1.46, Synergy_HSA=-5.97. (4) Drug 1: C1CCN(CC1)CCOC2=CC=C(C=C2)C(=O)C3=C(SC4=C3C=CC(=C4)O)C5=CC=C(C=C5)O. Drug 2: CC1=C(C(=O)C2=C(C1=O)N3CC4C(C3(C2COC(=O)N)OC)N4)N. Cell line: SW-620. Synergy scores: CSS=32.4, Synergy_ZIP=1.71, Synergy_Bliss=-0.100, Synergy_Loewe=-12.5, Synergy_HSA=-2.56. (5) Drug 1: CC1CCC2CC(C(=CC=CC=CC(CC(C(=O)C(C(C(=CC(C(=O)CC(OC(=O)C3CCCCN3C(=O)C(=O)C1(O2)O)C(C)CC4CCC(C(C4)OC)OCCO)C)C)O)OC)C)C)C)OC. Drug 2: C1=CC=C(C(=C1)C(C2=CC=C(C=C2)Cl)C(Cl)Cl)Cl. Cell line: DU-145. Synergy scores: CSS=8.79, Synergy_ZIP=1.35, Synergy_Bliss=9.46, Synergy_Loewe=10.1, Synergy_HSA=9.53. (6) Drug 1: CC1=C2C(C(=O)C3(C(CC4C(C3C(C(C2(C)C)(CC1OC(=O)C(C(C5=CC=CC=C5)NC(=O)OC(C)(C)C)O)O)OC(=O)C6=CC=CC=C6)(CO4)OC(=O)C)OC)C)OC. Drug 2: C1=CC(=CC=C1CC(C(=O)O)N)N(CCCl)CCCl.Cl. Cell line: SF-295. Synergy scores: CSS=29.9, Synergy_ZIP=-10.4, Synergy_Bliss=-8.79, Synergy_Loewe=-28.9, Synergy_HSA=-5.08.